Dataset: Reaction yield outcomes from USPTO patents with 853,638 reactions. Task: Predict the reaction yield, written as a fraction of the theoretical maximum amount of product (1.0 means a 100% yield; for example, 0.34 means a 34% yield). (1) The reactants are [CH3:1][O:2][C:3]1[C:4]2[N:11]=[C:10]([NH:12][C:13]([N:15]3[CH2:20][CH2:19][C:18](O)([C:21]4[CH:26]=[CH:25][CH:24]=[C:23]([C:27]([F:30])([F:29])[F:28])[CH:22]=4)[CH2:17][CH2:16]3)=[O:14])[S:9][C:5]=2[N:6]=[CH:7][N:8]=1.[Cl:32][CH2:33][C:34]#[N:35].S(=O)(=O)(O)[OH:37]. The catalyst is C(O)(=O)C.O. The product is [CH3:1][O:2][C:3]1[C:4]2[N:11]=[C:10]([NH:12][C:13]([N:15]3[CH2:20][CH2:19][C:18]([NH:35][C:34](=[O:37])[CH2:33][Cl:32])([C:21]4[CH:26]=[CH:25][CH:24]=[C:23]([C:27]([F:30])([F:29])[F:28])[CH:22]=4)[CH2:17][CH2:16]3)=[O:14])[S:9][C:5]=2[N:6]=[CH:7][N:8]=1. The yield is 0.670. (2) The reactants are [CH3:1][O:2][C:3]([C:5]1[CH:6]=[C:7]([Cl:14])[CH:8]=[C:9]2[C:13]=1[NH:12][N:11]=[CH:10]2)=[O:4].I[CH2:16][CH2:17][CH3:18]. No catalyst specified. The product is [CH3:1][O:2][C:3]([C:5]1[CH:6]=[C:7]([Cl:14])[CH:8]=[C:9]2[C:13]=1[N:12]([CH2:16][CH2:17][CH3:18])[N:11]=[CH:10]2)=[O:4]. The yield is 0.390. (3) The reactants are [N:1]([CH2:4][CH2:5][O:6][CH2:7][CH2:8][O:9][CH2:10][CH2:11][O:12][CH2:13][CH2:14][O:15][CH2:16][CH2:17][O:18][CH2:19][CH2:20][N:21]=[N+]=[N-])=[N+:2]=[N-:3].C1(P(C2C=CC=CC=2)C2C=CC=CC=2)C=CC=CC=1. The catalyst is Cl.CCOCC. The product is [N:1]([CH2:4][CH2:5][O:6][CH2:7][CH2:8][O:9][CH2:10][CH2:11][O:12][CH2:13][CH2:14][O:15][CH2:16][CH2:17][O:18][CH2:19][CH2:20][NH2:21])=[N+:2]=[N-:3]. The yield is 0.950. (4) The reactants are [NH2:1][CH2:2][C@H:3]([OH:15])[CH2:4][N:5]1[CH2:14][CH2:13][C:12]2[C:7](=[CH:8][CH:9]=[CH:10][CH:11]=2)[CH2:6]1.[Cl:16][C:17]1[N:22]=[CH:21][N:20]=[C:19]([C:23](Cl)=[O:24])[CH:18]=1. The catalyst is C(Cl)Cl. The product is [Cl:16][C:17]1[N:22]=[CH:21][N:20]=[C:19]([C:23]([NH:1][CH2:2][C@H:3]([OH:15])[CH2:4][N:5]2[CH2:14][CH2:13][C:12]3[C:7](=[CH:8][CH:9]=[CH:10][CH:11]=3)[CH2:6]2)=[O:24])[CH:18]=1. The yield is 0.490. (5) The reactants are [F:1][C:2]([F:16])([C:6]1[CH:11]=[CH:10][CH:9]=[CH:8][C:7]=1[O:12][CH:13]([CH3:15])[CH3:14])[C:3]([OH:5])=O.P(Cl)(Cl)(Cl)=O.Cl.[NH2:23][CH2:24][C:25]1[CH:26]=[C:27]2[C:31](=[CH:32][CH:33]=1)[C:30](=[O:34])[N:29]([CH:35]1[CH2:40][CH2:39][C:38](=[O:41])[NH:37][C:36]1=[O:42])[CH2:28]2.C(=O)(O)[O-].[Na+]. The catalyst is N1C=CC=CC=1. The product is [O:42]=[C:36]1[CH:35]([N:29]2[CH2:28][C:27]3[C:31](=[CH:32][CH:33]=[C:25]([CH2:24][NH:23][C:3](=[O:5])[C:2]([F:1])([F:16])[C:6]4[CH:11]=[CH:10][CH:9]=[CH:8][C:7]=4[O:12][CH:13]([CH3:15])[CH3:14])[CH:26]=3)[C:30]2=[O:34])[CH2:40][CH2:39][C:38](=[O:41])[NH:37]1. The yield is 0.0800. (6) The reactants are Br[C:2]1[CH:7]=[CH:6][C:5]([Br:8])=[CH:4][CH:3]=1.C([Li])CCC.F[C:15]1[CH:20]=[CH:19][CH:18]=[CH:17][N:16]=1. The product is [Br:8][C:5]1[CH:6]=[CH:7][C:2]([C:15]2[CH:20]=[CH:19][CH:18]=[CH:17][N:16]=2)=[CH:3][CH:4]=1. The yield is 0.580. The catalyst is C(OCC)C. (7) The reactants are [CH3:1][C:2]1[O:6][N:5]=[C:4]([C:7]2[CH:12]=[CH:11][CH:10]=[CH:9][CH:8]=2)[C:3]=1[CH2:13][O:14][C:15]1[N:16]=[CH:17][C:18]([C:21]([OH:23])=O)=[N:19][CH:20]=1.[F:24][C:25]1([F:32])[CH2:30][CH2:29][CH:28]([NH2:31])[CH2:27][CH2:26]1. No catalyst specified. The product is [F:24][C:25]1([F:32])[CH2:30][CH2:29][CH:28]([NH:31][C:21]([C:18]2[CH:17]=[N:16][C:15]([O:14][CH2:13][C:3]3[C:4]([C:7]4[CH:8]=[CH:9][CH:10]=[CH:11][CH:12]=4)=[N:5][O:6][C:2]=3[CH3:1])=[CH:20][N:19]=2)=[O:23])[CH2:27][CH2:26]1. The yield is 0.270. (8) The reactants are Br[C:2]1[CH:7]=[CH:6][C:5]([CH:8]2[CH2:12][CH2:11][CH2:10][N:9]2[CH3:13])=[CH:4][CH:3]=1.[Li]CCCC.CN([CH:22]=[O:23])C. The catalyst is C1COCC1. The product is [CH3:13][N:9]1[CH2:10][CH2:11][CH2:12][CH:8]1[C:5]1[CH:6]=[CH:7][C:2]([CH:22]=[O:23])=[CH:3][CH:4]=1. The yield is 0.740.